This data is from Full USPTO retrosynthesis dataset with 1.9M reactions from patents (1976-2016). The task is: Predict the reactants needed to synthesize the given product. (1) Given the product [OH:35][CH2:34][C:33]([NH:32][S:29]([C:25]1[CH:24]=[C:23]([NH:22][C:19]([C:18]2[CH:17]=[N:16][N:11]3[C:12]([CH2:14][CH3:15])=[CH:13][C:8]([C:5]4[CH:4]=[CH:3][C:2]([Cl:1])=[CH:7][CH:6]=4)=[N:9][C:10]=23)=[O:20])[CH:28]=[CH:27][CH:26]=1)(=[O:31])=[O:30])([CH3:37])[CH3:36], predict the reactants needed to synthesize it. The reactants are: [Cl:1][C:2]1[CH:7]=[CH:6][C:5]([C:8]2[CH:13]=[C:12]([CH2:14][CH3:15])[N:11]3[N:16]=[CH:17][C:18]([C:19](O)=[O:20])=[C:10]3[N:9]=2)=[CH:4][CH:3]=1.[NH2:22][C:23]1[CH:24]=[C:25]([S:29]([NH:32][C:33]([CH3:37])([CH3:36])[CH2:34][OH:35])(=[O:31])=[O:30])[CH:26]=[CH:27][CH:28]=1. (2) Given the product [Cl:1][C:2]1[CH:3]=[C:4]([C:26]([OH:28])=[O:27])[C:5]([C:8]2[CH:13]=[CH:12][C:11]([Cl:14])=[C:10]([C:15]([NH:17][CH2:18][CH2:19][CH:20]3[CH2:21][CH2:22][CH2:23][CH2:24][CH2:25]3)=[O:16])[CH:9]=2)=[N:6][CH:7]=1, predict the reactants needed to synthesize it. The reactants are: [Cl:1][C:2]1[CH:3]=[C:4]([C:26]([O:28]C)=[O:27])[C:5]([C:8]2[CH:13]=[CH:12][C:11]([Cl:14])=[C:10]([C:15]([NH:17][CH2:18][CH2:19][CH:20]3[CH2:25][CH2:24][CH2:23][CH2:22][CH2:21]3)=[O:16])[CH:9]=2)=[N:6][CH:7]=1.[OH-].[Na+]. (3) Given the product [CH3:10][C:6]1[CH:5]=[C:3]([O:4][CH2:12][CH2:13][CH2:14][CH2:15][O:16][CH2:17][CH2:18][O:19][CH2:20][CH2:21][O:22][CH3:23])[C:2]([CH3:1])=[CH:8][C:7]=1[O:9][CH2:12][CH2:13][CH2:14][CH2:15][O:24][CH2:17][CH2:18][O:19][CH2:20][CH2:21][O:22][CH3:23], predict the reactants needed to synthesize it. The reactants are: [CH3:1][C:2]1[CH:8]=[C:7]([OH:9])[C:6]([CH3:10])=[CH:5][C:3]=1[OH:4].Br[CH2:12][CH2:13][CH2:14][CH2:15][O:16][CH2:17][CH2:18][O:19][CH2:20][CH2:21][O:22][CH3:23].[OH-:24].[Na+]. (4) The reactants are: [CH3:1][O:2][C:3]1[C:8]([C:9]#[N:10])=[CH:7][N:6]=[C:5]([N:11]2[C:15](=[O:16])[CH2:14][C:13]3([CH2:21][CH2:20][NH:19][CH2:18][CH2:17]3)[CH2:12]2)[CH:4]=1.[CH3:22][C:23]1[C:31]([C@@H:32]2[CH2:34][O:33]2)=[CH:30][CH:29]=[C:28]2[C:24]=1[CH2:25][O:26][C:27]2=[O:35]. Given the product [OH:33][C@H:32]([C:31]1[C:23]([CH3:22])=[C:24]2[C:28](=[CH:29][CH:30]=1)[C:27](=[O:35])[O:26][CH2:25]2)[CH2:34][N:19]1[CH2:20][CH2:21][C:13]2([CH2:12][N:11]([C:5]3[CH:4]=[C:3]([O:2][CH3:1])[C:8]([C:9]#[N:10])=[CH:7][N:6]=3)[C:15](=[O:16])[CH2:14]2)[CH2:17][CH2:18]1, predict the reactants needed to synthesize it. (5) Given the product [Br:1][C:2]1[CH:7]=[CH:6][C:5]2[S:8](=[O:10])(=[O:9])[NH:11][CH:12]([CH:13]([CH3:15])[CH3:14])[C:4]=2[CH:3]=1, predict the reactants needed to synthesize it. The reactants are: [Br:1][C:2]1[CH:7]=[CH:6][C:5]([S:8]([NH2:11])(=[O:10])=[O:9])=[C:4]([CH:12](Br)[CH:13]([CH3:15])[CH3:14])[CH:3]=1.C([O-])([O-])=O.[K+].[K+].